This data is from Clinical trial toxicity outcomes and FDA approval status for drugs. The task is: Regression/Classification. Given a drug SMILES string, predict its toxicity properties. Task type varies by dataset: regression for continuous values (e.g., LD50, hERG inhibition percentage) or binary classification for toxic/non-toxic outcomes (e.g., AMES mutagenicity, cardiotoxicity, hepatotoxicity). Dataset: clintox. (1) The compound is [NH3+][C@@H](Cc1cc(I)c(Oc2ccc(O)c(I)c2)c(I)c1)C(=O)[O-]. The result is 0 (passed clinical trial). (2) The molecule is CCC(=O)N(c1ccccc1)C1(COC)CC[NH+](CCn2nnn(CC)c2=O)CC1. The result is 0 (passed clinical trial). (3) The compound is CCCCCCCCCCCCCCCC(=O)O[C@@H]1[C@@H](O)[C@@H](O)[C@@H](C(NC(=O)[C@@H]2C[C@@H](CCC)C[NH+]2C)C(C)Cl)O[C@@H]1SC. The result is 0 (passed clinical trial). (4) The compound is [NH3+]C[C@H](O)c1ccc(O)c(O)c1. The result is 0 (passed clinical trial). (5) The drug is CN1CCN(c2ccc3c(c2)N/C(=C2\C(=O)N=c4cccc(F)c4=C2N)N3)CC1. The result is 1 (failed clinical trial for toxicity). (6) The compound is CNC(=O)c1cc(Oc2ccc(NC(=O)Nc3ccc(Cl)c(C(F)(F)F)c3)cc2)ccn1. The result is 1 (failed clinical trial for toxicity).